This data is from Full USPTO retrosynthesis dataset with 1.9M reactions from patents (1976-2016). The task is: Predict the reactants needed to synthesize the given product. (1) Given the product [Cl:1][C:2]1[N:7]=[C:6]([NH:11][C:12]2[CH:17]=[CH:16][C:15]([CH3:18])=[CH:14][CH:13]=2)[CH:5]=[C:4]([CH2:9][CH3:10])[N:3]=1, predict the reactants needed to synthesize it. The reactants are: [Cl:1][C:2]1[N:7]=[C:6](Cl)[CH:5]=[C:4]([CH2:9][CH3:10])[N:3]=1.[NH2:11][C:12]1[CH:17]=[CH:16][C:15]([CH3:18])=[CH:14][CH:13]=1.CC1(C)C2C(=C(P(C3C=CC=CC=3)C3C=CC=CC=3)C=CC=2)OC2C(P(C3C=CC=CC=3)C3C=CC=CC=3)=CC=CC1=2.C(=O)([O-])[O-].[Cs+].[Cs+]. (2) Given the product [NH2:29][C:24]1[CH:25]=[CH:26][CH:27]=[CH:28][C:23]=1[CH2:22][NH:21][CH2:20][C@H:17]1[CH2:16][CH2:15][C@H:14]([C:12]([N:9]2[CH2:10][CH2:11][N:6]([C:4]([CH:1]3[CH2:3][CH2:2]3)=[O:5])[CH2:7][CH2:8]2)=[O:13])[CH2:19][CH2:18]1, predict the reactants needed to synthesize it. The reactants are: [CH:1]1([C:4]([N:6]2[CH2:11][CH2:10][N:9]([C:12]([C@H:14]3[CH2:19][CH2:18][C@H:17]([CH2:20][NH:21][CH2:22][C:23]4[CH:28]=[CH:27][CH:26]=[CH:25][C:24]=4[N+:29]([O-])=O)[CH2:16][CH2:15]3)=[O:13])[CH2:8][CH2:7]2)=[O:5])[CH2:3][CH2:2]1.[F-].[K+].C([SiH](CC)CC)C. (3) Given the product [NH2:1][C:2]1[N:7]=[CH:6][C:5]([C:8]2[NH:31][C:11]3=[N:12][CH:13]=[CH:14][C:15]([C:16]4[CH:17]=[CH:18][C:19]([O:24][CH:25]5[CH2:30][CH2:29][O:28][CH2:27][CH2:26]5)=[C:20]([CH:23]=4)[C:21]#[N:22])=[C:10]3[CH:9]=2)=[CH:4][CH:3]=1, predict the reactants needed to synthesize it. The reactants are: [NH2:1][C:2]1[N:7]=[CH:6][C:5]([C:8]2[N:31](S(C3C=CC=CC=3)(=O)=O)[C:11]3=[N:12][CH:13]=[CH:14][C:15]([C:16]4[CH:17]=[CH:18][C:19]([O:24][CH:25]5[CH2:30][CH2:29][O:28][CH2:27][CH2:26]5)=[C:20]([CH:23]=4)[C:21]#[N:22])=[C:10]3[CH:9]=2)=[CH:4][CH:3]=1.C(=O)([O-])[O-].[Cs+].[Cs+].FC(F)(F)CO. (4) Given the product [C:33]([C:31]1[CH:32]=[C:28]([NH:27][C:25]([NH:24][CH2:23][C:22]2[CH:38]=[C:39]([F:42])[CH:40]=[CH:41][C:21]=2[O:20][C:16]2[CH:15]=[C:14]3[C:19](=[CH:18][CH:17]=2)[N:11]([CH2:10][C:9]([OH:8])([CH3:44])[CH3:43])[N:12]=[CH:13]3)=[O:26])[N:29]([CH3:37])[N:30]=1)([CH3:36])([CH3:34])[CH3:35], predict the reactants needed to synthesize it. The reactants are: [Si]([O:8][C:9]([CH3:44])([CH3:43])[CH2:10][N:11]1[C:19]2[C:14](=[CH:15][C:16]([O:20][C:21]3[CH:41]=[CH:40][C:39]([F:42])=[CH:38][C:22]=3[CH2:23][NH:24][C:25]([NH:27][C:28]3[N:29]([CH3:37])[N:30]=[C:31]([C:33]([CH3:36])([CH3:35])[CH3:34])[CH:32]=3)=[O:26])=[CH:17][CH:18]=2)[CH:13]=[N:12]1)(C(C)(C)C)(C)C.CCCC[N+](CCCC)(CCCC)CCCC.[F-].[NH4+].[Cl-]. (5) Given the product [NH:17]([C:8]1[N:40]([C:38]2[CH:39]=[CH:34][CH:35]=[CH:36][CH:37]=2)[C:16]2[N:15]=[C:14]([C:24]([N:31]([O:32][CH3:33])[CH3:30])=[O:26])[CH:13]=[C:12]([CH3:27])[C:11]=2[C:10](=[O:28])[CH:9]=1)[C:18]1[CH:19]=[CH:20][CH:21]=[CH:22][CH:23]=1, predict the reactants needed to synthesize it. The reactants are: N([C:8]1[N:17]([C:18]2[CH:23]=[CH:22][CH:21]=[CH:20][CH:19]=2)[C:16]2[N:15]=[C:14]([C:24]([OH:26])=O)[CH:13]=[C:12]([CH3:27])[C:11]=2[C:10](=[O:28])[CH:9]=1)C1C=CC=CC=1.Cl.[CH3:30][NH:31][O:32][CH3:33].[CH:34]1[CH:35]=[CH:36][C:37]2N(O)N=[N:40][C:38]=2[CH:39]=1.CCN=C=NCCCN(C)C. (6) Given the product [C:8]12([C@@H:7]([C:22]3[CH:23]=[CH:24][CH:25]=[CH:26][CH:27]=3)[NH:6][C:4](=[O:5])[C:3]3[C:28]([CH3:32])=[CH:29][CH:30]=[CH:31][C:2]=3[CH3:1])[NH:14][CH:11]([CH2:10][CH2:9]1)[CH2:12][CH2:13]2, predict the reactants needed to synthesize it. The reactants are: [CH3:1][C:2]1[CH:31]=[CH:30][CH:29]=[C:28]([CH3:32])[C:3]=1[C:4]([NH:6][C@H:7]([C:22]1[CH:27]=[CH:26][CH:25]=[CH:24][CH:23]=1)[C:8]12[N:14](C(OC(C)(C)C)=O)[CH:11]([CH2:12][CH2:13]1)[CH2:10][CH2:9]2)=[O:5].Cl.